This data is from Full USPTO retrosynthesis dataset with 1.9M reactions from patents (1976-2016). The task is: Predict the reactants needed to synthesize the given product. (1) The reactants are: [Cl:1][C:2]1[CH:7]=[CH:6][CH:5]=[CH:4][C:3]=1[CH2:8][CH2:9][O:10][C:11]1[CH:16]=[CH:15][C:14]([C:17]2[N:27]=[CH:26][CH:25]=[CH:24][C:18]=2[C:19]([O:21]CC)=[O:20])=[CH:13][C:12]=1[C:28]#[N:29].[OH-].[Na+].O. Given the product [Cl:1][C:2]1[CH:7]=[CH:6][CH:5]=[CH:4][C:3]=1[CH2:8][CH2:9][O:10][C:11]1[CH:16]=[CH:15][C:14]([C:17]2[N:27]=[CH:26][CH:25]=[CH:24][C:18]=2[C:19]([OH:21])=[O:20])=[CH:13][C:12]=1[C:28]#[N:29], predict the reactants needed to synthesize it. (2) Given the product [C:1]([O:5][C:6]([N:8]1[CH2:9][CH2:10][C:11]([O:36][Si:37]([C:40]([CH3:43])([CH3:42])[CH3:41])([CH3:38])[CH3:39])([C:14]2[N:15]([CH2:27][CH2:28][OH:29])[CH:16]=[C:17]([C:19]3[CH:24]=[CH:23][C:22]([F:25])=[C:21]([CH3:26])[CH:20]=3)[N:18]=2)[CH2:12][CH2:13]1)=[O:7])([CH3:3])([CH3:2])[CH3:4], predict the reactants needed to synthesize it. The reactants are: [C:1]([O:5][C:6]([N:8]1[CH2:13][CH2:12][C:11]([O:36][Si:37]([C:40]([CH3:43])([CH3:42])[CH3:41])([CH3:39])[CH3:38])([C:14]2[N:15]([CH2:27][CH2:28][O:29]C3CCCCO3)[CH:16]=[C:17]([C:19]3[CH:24]=[CH:23][C:22]([F:25])=[C:21]([CH3:26])[CH:20]=3)[N:18]=2)[CH2:10][CH2:9]1)=[O:7])([CH3:4])([CH3:3])[CH3:2].O.C1(C)C=CC(S(O)(=O)=O)=CC=1. (3) Given the product [CH3:16][C:4]1[CH:5]=[C:6]([O:8][CH2:9][CH2:10][CH2:11][S:12]([CH3:15])(=[O:14])=[O:13])[CH:7]=[C:2]([CH3:1])[C:3]=1[C:17]1[CH:22]=[CH:21][CH:20]=[C:19]([CH2:23][OH:24])[CH:18]=1, predict the reactants needed to synthesize it. The reactants are: [CH3:1][C:2]1[CH:7]=[C:6]([O:8][CH2:9][CH2:10][CH2:11][S:12]([CH3:15])(=[O:14])=[O:13])[CH:5]=[C:4]([CH3:16])[C:3]=1[C:17]1[CH:22]=[CH:21][CH:20]=[C:19]([CH:23]=[O:24])[CH:18]=1.CO.[BH4-].[Na+].Cl. (4) Given the product [C:20]([S@:23]([NH:25][C@@H:1]([C:4]1[CH:5]=[CH:6][C:7]([NH:14][S:15]([CH3:18])(=[O:17])=[O:16])=[C:8]([CH:13]=1)[C:9]([O:11][CH2:12][CH3:28])=[O:10])[CH3:2])=[O:24])([CH3:22])([CH3:21])[CH3:19], predict the reactants needed to synthesize it. The reactants are: [C:1]([C:4]1[CH:5]=[CH:6][C:7]([NH:14][S:15]([CH3:18])(=[O:17])=[O:16])=[C:8]([CH:13]=1)[C:9]([O:11][CH3:12])=[O:10])(=O)[CH3:2].[CH3:19][C:20]([S@:23]([NH2:25])=[O:24])([CH3:22])[CH3:21].[BH4-].[Na+].[CH3:28][C@@H](O)[C@H](N)C(O)=O. (5) The reactants are: C(N(C(C)C)CC)(C)C.[Cl:10][C:11]1[N:16]=[C:15](Cl)[C:14]([N+:18]([O-:20])=[O:19])=[CH:13][N:12]=1.Cl.[O:22]1[CH2:27][CH2:26][CH:25]([NH2:28])[CH2:24][CH2:23]1. Given the product [Cl:10][C:11]1[N:16]=[C:15]([NH:28][CH:25]2[CH2:26][CH2:27][O:22][CH2:23][CH2:24]2)[C:14]([N+:18]([O-:20])=[O:19])=[CH:13][N:12]=1, predict the reactants needed to synthesize it.